From a dataset of Reaction yield outcomes from USPTO patents with 853,638 reactions. Predict the reaction yield, written as a fraction of the theoretical maximum amount of product (1.0 means a 100% yield; for example, 0.34 means a 34% yield). The reactants are [O:1]=[C:2]1[CH:24]=[C:23]([CH:25]2[CH2:30][CH2:29][N:28](C(OC(C)(C)C)=O)[CH2:27][CH2:26]2)[N:5]2[N:6]=[C:7]3[C:12]([C:11]([C:13]4[CH:18]=[CH:17][CH:16]=[CH:15][C:14]=4[C:19]([F:22])([F:21])[F:20])=[CH:10][CH:9]=[CH:8]3)=[C:4]2[NH:3]1.[ClH:38]. The catalyst is O1CCOCC1. The product is [ClH:38].[NH:28]1[CH2:29][CH2:30][CH:25]([C:23]2[N:5]3[N:6]=[C:7]4[C:12]([C:11]([C:13]5[CH:18]=[CH:17][CH:16]=[CH:15][C:14]=5[C:19]([F:20])([F:22])[F:21])=[CH:10][CH:9]=[CH:8]4)=[C:4]3[NH:3][C:2](=[O:1])[CH:24]=2)[CH2:26][CH2:27]1. The yield is 0.540.